From a dataset of P-glycoprotein inhibition data for predicting drug efflux from Broccatelli et al.. Regression/Classification. Given a drug SMILES string, predict its absorption, distribution, metabolism, or excretion properties. Task type varies by dataset: regression for continuous measurements (e.g., permeability, clearance, half-life) or binary classification for categorical outcomes (e.g., BBB penetration, CYP inhibition). Dataset: pgp_broccatelli. (1) The molecule is CN1CCC(=C2c3ccccc3CC(=O)c3sccc32)CC1. The result is 0 (non-inhibitor). (2) The compound is c1ccc2c(c1)Sc1ccccc1N2C[C@H]1CN2CCC1CC2. The result is 1 (inhibitor). (3) The molecule is C=C(C(=O)OC1C[C@H]2[C@@H]3O[C@@H]3[C@@H](C1)N2C)c1ccccc1. The result is 0 (non-inhibitor).